This data is from Catalyst prediction with 721,799 reactions and 888 catalyst types from USPTO. The task is: Predict which catalyst facilitates the given reaction. (1) Reactant: [OH:1][C:2]1[C:11]2[C:6](=[CH:7][CH:8]=[CH:9][CH:10]=2)[C:5]([CH2:15][CH2:16][CH3:17])([CH2:12][CH2:13][CH3:14])[C:4](=[O:18])[C:3]=1[C:19]1[NH:24][C:23]2[CH:25]=[CH:26][C:27]([OH:29])=[CH:28][C:22]=2[S:21](=[O:31])(=[O:30])[N:20]=1.Br[CH2:33][C:34]([NH2:36])=[O:35].C(=O)([O-])[O-].[Cs+].[Cs+].C(O)(=O)CC(CC(O)=O)(C(O)=O)O. Product: [OH:1][C:2]1[C:11]2[C:6](=[CH:7][CH:8]=[CH:9][CH:10]=2)[C:5]([CH2:12][CH2:13][CH3:14])([CH2:15][CH2:16][CH3:17])[C:4](=[O:18])[C:3]=1[C:19]1[NH:24][C:23]2[CH:25]=[CH:26][C:27]([O:29][CH2:33][C:34]([NH2:36])=[O:35])=[CH:28][C:22]=2[S:21](=[O:30])(=[O:31])[N:20]=1. The catalyst class is: 711. (2) Reactant: [N:1]([C@@H:4]([C@H:30]([C:38]1[CH:43]=[C:42]([F:44])[CH:41]=[C:40]([F:45])[CH:39]=1)[C:31]1[CH:36]=[CH:35][C:34]([F:37])=[CH:33][CH:32]=1)[C:5]([NH:7][C:8]1[CH:9]=[N:10][CH:11]=[C:12]([F:29])[C:13]=1[CH2:14][CH2:15][C@H:16]([NH:19][S:20]([C:23]1[CH:28]=[CH:27][CH:26]=[CH:25][CH:24]=1)(=[O:22])=[O:21])[CH2:17]O)=[O:6])=[N+:2]=[N-:3].N(C(OC(C)C)=O)=NC(OC(C)C)=O.C1(P(C2C=CC=CC=2)C2C=CC=CC=2)C=CC=CC=1. Product: [N:1]([C@@H:4]([C@H:30]([C:38]1[CH:43]=[C:42]([F:44])[CH:41]=[C:40]([F:45])[CH:39]=1)[C:31]1[CH:36]=[CH:35][C:34]([F:37])=[CH:33][CH:32]=1)[C:5]([NH:7][C:8]1[CH:9]=[N:10][CH:11]=[C:12]([F:29])[C:13]=1[CH2:14][CH2:15][CH:16]1[CH2:17][N@@:19]1[S:20]([C:23]1[CH:24]=[CH:25][CH:26]=[CH:27][CH:28]=1)(=[O:21])=[O:22])=[O:6])=[N+:2]=[N-:3]. The catalyst class is: 1. (3) Reactant: [C:1]1([C:7]2[N:11]=[C:10](C(Cl)(Cl)Cl)[O:9][N:8]=2)[CH:6]=[CH:5][CH:4]=[CH:3][CH:2]=1.[C:16]([O:20][C:21]([N:23]1[CH2:28][CH2:27][CH:26]([NH2:29])[CH2:25][CH2:24]1)=[O:22])([CH3:19])([CH3:18])[CH3:17].C([O-])(O)=O.[Na+]. Product: [C:16]([O:20][C:21]([N:23]1[CH2:28][CH2:27][CH:26]([NH:29][C:10]2[O:9][N:8]=[C:7]([C:1]3[CH:6]=[CH:5][CH:4]=[CH:3][CH:2]=3)[N:11]=2)[CH2:25][CH2:24]1)=[O:22])([CH3:19])([CH3:17])[CH3:18]. The catalyst class is: 60. (4) The catalyst class is: 1. Reactant: [F:1][C:2]1[C:7]([OH:8])=[CH:6][CH:5]=[C:4]([F:9])[C:3]=1[NH:10][C:11](=O)[C:12]1[CH:17]=[C:16]([C:18]2[CH:23]=[CH:22][CH:21]=[C:20]([F:24])[CH:19]=2)[CH:15]=[C:14]([CH3:25])[C:13]=1[O:26][CH3:27]. Product: [F:1][C:2]1[C:3]([NH:10][CH2:11][C:12]2[CH:17]=[C:16]([C:18]3[CH:23]=[CH:22][CH:21]=[C:20]([F:24])[CH:19]=3)[CH:15]=[C:14]([CH3:25])[C:13]=2[O:26][CH3:27])=[C:4]([F:9])[CH:5]=[CH:6][C:7]=1[OH:8]. (5) Reactant: [CH3:1][O:2][C:3]1[CH:4]=[C:5]2[CH2:14][CH:13]([CH2:15][CH:16]3[CH2:21][CH2:20][N:19]([CH2:22][C:23]4[CH:24]=[CH:25][CH:26]=[CH:27][CH:28]=4)[CH2:18][CH2:17]3)[C:11](=[O:12])[C:6]2=[CH:7][C:8]=1[O:9][CH3:10].[S:29](=[O:33])(=[O:32])([OH:31])[OH:30]. Product: [CH3:1][O:2][C:3]1[CH:4]=[C:5]2[CH2:14][CH:13]([CH2:15][CH:16]3[CH2:17][CH2:18][N:19]([CH2:22][C:23]4[CH:28]=[CH:27][CH:26]=[CH:25][CH:24]=4)[CH2:20][CH2:21]3)[C:11](=[O:12])[C:6]2=[CH:7][C:8]=1[O:9][CH3:10].[S:29]([O-:33])([O-:32])(=[O:31])=[O:30]. The catalyst class is: 41.